Task: Predict the reaction yield, written as a fraction of the theoretical maximum amount of product (1.0 means a 100% yield; for example, 0.34 means a 34% yield).. Dataset: Reaction yield outcomes from USPTO patents with 853,638 reactions (1) The reactants are [Br:1][C:2]1[CH:7]=[CH:6][C:5]([N+:8]([O-:10])=[O:9])=[C:4](F)[CH:3]=1.[CH3:12][O:13][C:14]1[CH:19]=[CH:18][C:17]([CH2:20][NH2:21])=[CH:16][CH:15]=1. The catalyst is CN(C=O)C.O. The product is [Br:1][C:2]1[CH:7]=[CH:6][C:5]([N+:8]([O-:10])=[O:9])=[C:4]([CH:3]=1)[NH:21][CH2:20][C:17]1[CH:18]=[CH:19][C:14]([O:13][CH3:12])=[CH:15][CH:16]=1. The yield is 0.970. (2) The reactants are FC1C=CC=CC=1NC(=S)NC1C=CC(C2C=C3C(=CC=2)C(=O)N([C@@H](C(C)C)C(O)=O)C3)=CC=1.[CH3:35][CH:36]([CH3:69])[C@H:37]([N:42]1[CH2:50][C:49]2[C:44](=[CH:45][CH:46]=[C:47]([C:51]3[CH:56]=[CH:55][C:54]([NH:57][C:58]([NH:60][C:61]4[CH:66]=[CH:65][CH:64]=[CH:63][C:62]=4[CH3:67])=[S:59])=[CH:53][CH:52]=3)[CH:48]=2)[C:43]1=[O:68])[C:38]([O:40]C)=[O:39]. No catalyst specified. The product is [CH3:35][CH:36]([CH3:69])[C@H:37]([N:42]1[CH2:50][C:49]2[C:44](=[CH:45][CH:46]=[C:47]([C:51]3[CH:56]=[CH:55][C:54]([NH:57][C:58]([NH:60][C:61]4[CH:66]=[CH:65][CH:64]=[CH:63][C:62]=4[CH3:67])=[S:59])=[CH:53][CH:52]=3)[CH:48]=2)[C:43]1=[O:68])[C:38]([OH:40])=[O:39]. The yield is 0.880. (3) The reactants are [OH:1][CH:2]([CH2:8][C:9]([O:11][CH3:12])=[O:10])[CH2:3][C:4]([O:6][CH3:7])=[O:5].I[CH3:14]. The catalyst is CN(C=O)C. The product is [CH3:14][O:1][CH:2]([CH2:3][C:4]([O:6][CH3:7])=[O:5])[CH2:8][C:9]([O:11][CH3:12])=[O:10]. The yield is 0.820. (4) The reactants are [CH:1]1([CH2:7][N:8]2[CH2:12][C@@H:11]([NH:13][C:14]([C:16]3[CH:25]=[CH:24][C:23]4[C:18](=[CH:19][CH:20]=[CH:21][CH:22]=4)[C:17]=3[OH:26])=[O:15])[CH2:10][C@H:9]2[C:27]([OH:29])=[O:28])[CH2:6][CH2:5][CH2:4][CH2:3][CH2:2]1.S(=O)(=O)(O)O.[CH2:35](O)[CH3:36]. No catalyst specified. The product is [CH2:35]([O:28][C:27]([C@@H:9]1[CH2:10][C@H:11]([NH:13][C:14]([C:16]2[CH:25]=[CH:24][C:23]3[C:18](=[CH:19][CH:20]=[CH:21][CH:22]=3)[C:17]=2[OH:26])=[O:15])[CH2:12][N:8]1[CH2:7][CH:1]1[CH2:6][CH2:5][CH2:4][CH2:3][CH2:2]1)=[O:29])[CH3:36]. The yield is 0.523.